This data is from NCI-60 drug combinations with 297,098 pairs across 59 cell lines. The task is: Regression. Given two drug SMILES strings and cell line genomic features, predict the synergy score measuring deviation from expected non-interaction effect. (1) Drug 1: CC1=C(C=C(C=C1)NC(=O)C2=CC=C(C=C2)CN3CCN(CC3)C)NC4=NC=CC(=N4)C5=CN=CC=C5. Drug 2: CCCCC(=O)OCC(=O)C1(CC(C2=C(C1)C(=C3C(=C2O)C(=O)C4=C(C3=O)C=CC=C4OC)O)OC5CC(C(C(O5)C)O)NC(=O)C(F)(F)F)O. Cell line: CCRF-CEM. Synergy scores: CSS=55.9, Synergy_ZIP=6.23, Synergy_Bliss=4.12, Synergy_Loewe=-18.7, Synergy_HSA=2.76. (2) Drug 1: CCC1=C2CN3C(=CC4=C(C3=O)COC(=O)C4(CC)O)C2=NC5=C1C=C(C=C5)O. Drug 2: C1=CC=C(C(=C1)C(C2=CC=C(C=C2)Cl)C(Cl)Cl)Cl. Cell line: NCI-H522. Synergy scores: CSS=32.5, Synergy_ZIP=0.804, Synergy_Bliss=1.32, Synergy_Loewe=-38.6, Synergy_HSA=0.632. (3) Drug 1: CC1=CC=C(C=C1)C2=CC(=NN2C3=CC=C(C=C3)S(=O)(=O)N)C(F)(F)F. Drug 2: C(=O)(N)NO. Cell line: SR. Synergy scores: CSS=0.380, Synergy_ZIP=1.61, Synergy_Bliss=-0.455, Synergy_Loewe=-4.35, Synergy_HSA=-4.38. (4) Drug 1: CC1C(C(CC(O1)OC2CC(CC3=C2C(=C4C(=C3O)C(=O)C5=C(C4=O)C(=CC=C5)OC)O)(C(=O)C)O)N)O.Cl. Drug 2: CC1=C2C(C(=O)C3(C(CC4C(C3C(C(C2(C)C)(CC1OC(=O)C(C(C5=CC=CC=C5)NC(=O)C6=CC=CC=C6)O)O)OC(=O)C7=CC=CC=C7)(CO4)OC(=O)C)O)C)OC(=O)C. Cell line: SK-MEL-28. Synergy scores: CSS=31.1, Synergy_ZIP=-2.50, Synergy_Bliss=2.20, Synergy_Loewe=-4.07, Synergy_HSA=3.01.